Dataset: HIV replication inhibition screening data with 41,000+ compounds from the AIDS Antiviral Screen. Task: Binary Classification. Given a drug SMILES string, predict its activity (active/inactive) in a high-throughput screening assay against a specified biological target. (1) The molecule is CN1C(=O)C(c2c[nH]c3ccccc23)N(C)C(=O)C1c1c[nH]c2ccccc12. The result is 0 (inactive). (2) The drug is CC(=O)Nc1ccc(S(=O)(=O)NN(C)S(=O)(=O)c2ccc(C)cc2)cc1. The result is 0 (inactive). (3) The molecule is CSc1nc2c(N)ncnc2n1C. The result is 0 (inactive). (4) The molecule is CN1CCC(c2c(O)cc(O)c3c(=O)cc(-c4ccccc4Cl)oc23)C(O)C1.Cl. The result is 0 (inactive). (5) The compound is C=C1C(OC(C)=O)CC(=O)C(C)(C)C=CC(C)C(=O)C2(OC(C)=O)CC(C)(OC(C)=O)C(OC(C)=O)C2C1OC(C)=O. The result is 0 (inactive). (6) The drug is CCOC(=O)C(C)(C)C=CC(Cl)=C(Cl)Cl. The result is 0 (inactive). (7) The drug is [N-]=[N+]=Nc1c(N2CCOCC2)c(Cl)nc2ccccc12. The result is 0 (inactive). (8) The compound is CNC(=O)CNC(=O)C(NC(=O)CNC(=O)C1CCCN1C(=O)C(C)NC(=O)C(NC(=O)OC(C)(C)C)C(C)C)C(C)C. The result is 0 (inactive).